This data is from Full USPTO retrosynthesis dataset with 1.9M reactions from patents (1976-2016). The task is: Predict the reactants needed to synthesize the given product. (1) Given the product [C:23]([CH2:25][C:26]1([N:1]2[CH:5]=[C:4]([C:6]3[C:7]4[CH:14]=[CH:13][N:12]([CH2:15][O:16][CH2:17][CH2:18][Si:19]([CH3:22])([CH3:21])[CH3:20])[C:8]=4[N:9]=[CH:10][N:11]=3)[CH:3]=[N:2]2)[CH2:27][N:28]([C:30]([O:32][CH2:33][CH2:36][CH2:38][CH3:39])=[O:31])[CH2:29]1)#[N:24], predict the reactants needed to synthesize it. The reactants are: [NH:1]1[CH:5]=[C:4]([C:6]2[C:7]3[CH:14]=[CH:13][N:12]([CH2:15][O:16][CH2:17][CH2:18][Si:19]([CH3:22])([CH3:21])[CH3:20])[C:8]=3[N:9]=[CH:10][N:11]=2)[CH:3]=[N:2]1.[C:23]([CH:25]=[C:26]1[CH2:29][N:28]([C:30]([O:32][C:33]([CH3:36])(C)C)=[O:31])[CH2:27]1)#[N:24].N12CCCN=C1CCC[CH2:39][CH2:38]2.O. (2) Given the product [Br:16][C:15]1[S:14][C:13]([S:17]([N:21]2[CH2:26][CH2:25][O:24][CH2:23][CH2:22]2)(=[O:19])=[O:18])=[CH:12][C:11]=1[C:7]1[S:6][C:5]([NH:4][C:1](=[O:3])[CH3:2])=[N:9][C:8]=1[CH3:10], predict the reactants needed to synthesize it. The reactants are: [C:1]([NH:4][C:5]1[S:6][C:7]([C:11]2[CH:12]=[C:13]([S:17](Cl)(=[O:19])=[O:18])[S:14][C:15]=2[Br:16])=[C:8]([CH3:10])[N:9]=1)(=[O:3])[CH3:2].[NH:21]1[CH2:26][CH2:25][O:24][CH2:23][CH2:22]1.CCN(C(C)C)C(C)C.